This data is from Full USPTO retrosynthesis dataset with 1.9M reactions from patents (1976-2016). The task is: Predict the reactants needed to synthesize the given product. Given the product [Br:1][C:2]1[C:3]([N:10]([CH:19]2[CH2:20][CH2:21][CH2:22][CH2:23][CH2:24]2)[NH2:11])=[N:4][C:5]([C:8]#[N:9])=[N:6][CH:7]=1, predict the reactants needed to synthesize it. The reactants are: [Br:1][C:2]1[C:3]([N:10]([CH:19]2[CH2:24][CH2:23][CH2:22][CH2:21][CH2:20]2)[NH:11]C(OC(C)(C)C)=O)=[N:4][C:5]([C:8]#[N:9])=[N:6][CH:7]=1.C1(C)C=CC(S(O)(=O)=O)=CC=1.